This data is from Reaction yield outcomes from USPTO patents with 853,638 reactions. The task is: Predict the reaction yield, written as a fraction of the theoretical maximum amount of product (1.0 means a 100% yield; for example, 0.34 means a 34% yield). (1) The reactants are [F:1][C:2]1[CH:27]=[C:26]([NH:28][C:29]([NH:31][C:32](=[O:40])[CH2:33][C:34]2[CH:39]=[CH:38][CH:37]=[CH:36][CH:35]=2)=[S:30])[CH:25]=[CH:24][C:3]=1[O:4][C:5]1[C:14]2[C:9](=[CH:10][C:11]([O:22][CH3:23])=[C:12]([C:15]([O:17]C(C)(C)C)=[O:16])[CH:13]=2)[N:8]=[CH:7][CH:6]=1.[ClH:41].O1CCOCC1. No catalyst specified. The product is [ClH:41].[F:1][C:2]1[CH:27]=[C:26]([NH:28][C:29]([NH:31][C:32](=[O:40])[CH2:33][C:34]2[CH:35]=[CH:36][CH:37]=[CH:38][CH:39]=2)=[S:30])[CH:25]=[CH:24][C:3]=1[O:4][C:5]1[C:14]2[C:9](=[CH:10][C:11]([O:22][CH3:23])=[C:12]([C:15]([OH:17])=[O:16])[CH:13]=2)[N:8]=[CH:7][CH:6]=1. The yield is 0.790. (2) The reactants are Cl.[NH2:2]O.C[O-].[Na+].[C:7]([N:15]=[C:16](OCC)[CH3:17])(=[O:14])[C:8]1[CH:13]=[CH:12][CH:11]=[CH:10][CH:9]=1.O. The catalyst is CO. The product is [CH3:17][C:16]1[N:15]=[C:7]([C:8]2[CH:13]=[CH:12][CH:11]=[CH:10][CH:9]=2)[O:14][N:2]=1. The yield is 0.400. (3) The reactants are [F:1][C:2]1[CH:7]=[C:6]([F:8])[CH:5]=[CH:4][C:3]=1[C:9]1[N:10]=[C:11]2[C:16]([CH3:17])=[N:15][CH:14]=[CH:13][N:12]2[C:18]=1[C:19]1[CH:24]=[CH:23][N:22]=[C:21](SC)[N:20]=1.O[O:28][S:29]([O-:31])=O.[K+].[CH2:33](Cl)Cl. The catalyst is CO.O. The product is [F:1][C:2]1[CH:7]=[C:6]([F:8])[CH:5]=[CH:4][C:3]=1[C:9]1[N:10]=[C:11]2[C:16]([CH3:17])=[N:15][CH:14]=[CH:13][N:12]2[C:18]=1[C:19]1[CH:24]=[CH:23][N:22]=[C:21]([S:29]([CH3:33])(=[O:31])=[O:28])[N:20]=1. The yield is 0.280. (4) The reactants are Cl.C(O[C:5](=[NH:37])[C:6]1[CH:11]=[CH:10][C:9]([NH:12][C:13]2[N:14]=[CH:15][C:16]3[CH2:22][N:21]=[C:20]([C:23]4[C:28]([F:29])=[CH:27][CH:26]=[CH:25][C:24]=4[F:30])[C:19]4[CH:31]=[C:32]([Cl:35])[CH:33]=[CH:34][C:18]=4[C:17]=3[N:36]=2)=[CH:8][CH:7]=1)C.[CH3:38][CH:39]1[CH2:44][NH:43][CH2:42][CH:41]([CH3:45])[NH:40]1. The catalyst is C(O)C. The product is [Cl:35][C:32]1[CH:33]=[CH:34][C:18]2[C:17]3[N:36]=[C:13]([NH:12][C:9]4[CH:10]=[CH:11][C:6]([C:5]([N:43]5[CH2:42][CH:41]([CH3:45])[NH:40][CH:39]([CH3:38])[CH2:44]5)=[NH:37])=[CH:7][CH:8]=4)[N:14]=[CH:15][C:16]=3[CH2:22][N:21]=[C:20]([C:23]3[C:28]([F:29])=[CH:27][CH:26]=[CH:25][C:24]=3[F:30])[C:19]=2[CH:31]=1. The yield is 0.300. (5) The reactants are CS([Cl:5])(=O)=O.[Br:6][C:7]1[CH:12]=[CH:11][C:10]([CH2:13]O)=[C:9]([CH3:15])[CH:8]=1.C(N(CC)CC)C.O. The catalyst is ClCCl. The product is [Br:6][C:7]1[CH:12]=[CH:11][C:10]([CH2:13][Cl:5])=[C:9]([CH3:15])[CH:8]=1. The yield is 0.805. (6) The reactants are [CH3:1][S:2]([N:5]1[CH2:9][C@H:8]([S:10][C:11]([C:24]2[CH:29]=[CH:28][CH:27]=[CH:26][CH:25]=2)([C:18]2[CH:23]=[CH:22][CH:21]=[CH:20][CH:19]=2)[C:12]2[CH:17]=[CH:16][CH:15]=[CH:14][CH:13]=2)[CH2:7][C@H:6]1[C:30](O)=[O:31])(=[O:4])=[O:3].C(Cl)(=O)C(Cl)=O.C[Si]([CH:43]=[N+:44]=[N-:45])(C)C. The catalyst is C(Cl)Cl.CN(C=O)C.CCCCCC. The product is [N+:44](=[CH:43][C:30]([C@@H:6]1[CH2:7][C@@H:8]([S:10][C:11]([C:12]2[CH:13]=[CH:14][CH:15]=[CH:16][CH:17]=2)([C:24]2[CH:25]=[CH:26][CH:27]=[CH:28][CH:29]=2)[C:18]2[CH:23]=[CH:22][CH:21]=[CH:20][CH:19]=2)[CH2:9][N:5]1[S:2]([CH3:1])(=[O:3])=[O:4])=[O:31])=[N-:45]. The yield is 0.480. (7) The reactants are [CH2:1]([C:5]1[CH:9]([C:10]2[CH:15]=[CH:14][CH:13]=[CH:12][CH:11]=2)[C:8]([CH3:17])([CH3:16])[NH:7][N:6]=1)[CH2:2][CH2:3][CH3:4].CCN(C(C)C)C(C)C.[Cl:27][C:28](OC(Cl)(Cl)Cl)=[O:29]. The catalyst is ClCCl. The product is [CH2:1]([C:5]1[CH:9]([C:10]2[CH:15]=[CH:14][CH:13]=[CH:12][CH:11]=2)[C:8]([CH3:16])([CH3:17])[N:7]([C:28]([Cl:27])=[O:29])[N:6]=1)[CH2:2][CH2:3][CH3:4]. The yield is 0.430. (8) The reactants are CC1(C)C(C)(C)OB([C:9]2[CH:14]=[CH:13][N:12]=[C:11]3[N:15]([S:18]([C:21]4[CH:27]=[CH:26][C:24]([CH3:25])=[CH:23][CH:22]=4)(=[O:20])=[O:19])[CH:16]=[CH:17][C:10]=23)O1.Cl[C:30]1[N:35]=[C:34]([N:36]2[CH2:41][CH2:40][O:39][CH2:38][C@H:37]2[CH3:42])[CH:33]=[C:32]([C:43]2([S@:46]([CH3:49])(=[NH:48])=[O:47])[CH2:45][CH2:44]2)[N:31]=1.C(=O)([O-])[O-].[Na+].[Na+]. The catalyst is COCCOC.COCCOC.O.CCOC(C)=O.Cl[Pd](Cl)([P](C1C=CC=CC=1)(C1C=CC=CC=1)C1C=CC=CC=1)[P](C1C=CC=CC=1)(C1C=CC=CC=1)C1C=CC=CC=1. The product is [CH3:42][C@@H:37]1[CH2:38][O:39][CH2:40][CH2:41][N:36]1[C:34]1[CH:33]=[C:32]([C:43]2([S@:46]([CH3:49])(=[NH:48])=[O:47])[CH2:44][CH2:45]2)[N:31]=[C:30]([C:9]2[CH:14]=[CH:13][N:12]=[C:11]3[N:15]([S:18]([C:21]4[CH:22]=[CH:23][C:24]([CH3:25])=[CH:26][CH:27]=4)(=[O:19])=[O:20])[CH:16]=[CH:17][C:10]=23)[N:35]=1. The yield is 0.390.